Dataset: Reaction yield outcomes from USPTO patents with 853,638 reactions. Task: Predict the reaction yield, written as a fraction of the theoretical maximum amount of product (1.0 means a 100% yield; for example, 0.34 means a 34% yield). (1) The reactants are [C:1]([C:5]1[CH:23]=[CH:22][C:8]([C:9]([NH:11][CH2:12][CH2:13][C:14]2[CH:19]=[CH:18][C:17]([Cl:20])=[C:16]([Cl:21])[CH:15]=2)=O)=[C:7]([Cl:24])[CH:6]=1)([CH3:4])([CH3:3])[CH3:2].Cl.[OH-].[Na+]. The catalyst is C1COCC1. The product is [C:1]([C:5]1[CH:23]=[CH:22][C:8]([CH2:9][NH:11][CH2:12][CH2:13][C:14]2[CH:19]=[CH:18][C:17]([Cl:20])=[C:16]([Cl:21])[CH:15]=2)=[C:7]([Cl:24])[CH:6]=1)([CH3:4])([CH3:2])[CH3:3]. The yield is 0.890. (2) The reactants are [Cl:1][C:2]1[C:3]([NH:18][C:19]2[C:27]([F:28])=[CH:26][CH:25]=[CH:24][C:20]=2[C:21](O)=[O:22])=[CH:4][C:5]([NH:8][C:9]2[N:13]([CH:14]([CH3:16])[CH3:15])[N:12]=[C:11]([CH3:17])[CH:10]=2)=[N:6][CH:7]=1.C1C=CC2[N:37]([OH:38])N=NC=2C=1.[CH2:39](Cl)CCl.CCN(C(C)C)C(C)C. The catalyst is CN(C)C=O.C(O)(=O)C.O. The product is [Cl:1][C:2]1[C:3]([NH:18][C:19]2[C:27]([F:28])=[CH:26][CH:25]=[CH:24][C:20]=2[C:21]([NH:37][O:38][CH3:39])=[O:22])=[CH:4][C:5]([NH:8][C:9]2[N:13]([CH:14]([CH3:15])[CH3:16])[N:12]=[C:11]([CH3:17])[CH:10]=2)=[N:6][CH:7]=1. The yield is 0.305. (3) The reactants are [F:1][C:2]([F:21])([F:20])[O:3][C:4]1[CH:9]=[CH:8][C:7]([C:10]2[CH:18]=[CH:17][CH:16]=[C:15]3[C:11]=2[CH2:12][C:13](=[O:19])[NH:14]3)=[CH:6][CH:5]=1.[N:22]1([CH2:27][CH2:28][NH:29][C:30]([C:32]2[C:36]([CH3:37])=[C:35]([CH:38]=O)[NH:34][C:33]=2[CH3:40])=[O:31])[CH:26]=[CH:25][N:24]=[N:23]1. The catalyst is C(O)C.N1CCCCC1. The product is [N:22]1([CH2:27][CH2:28][NH:29][C:30]([C:32]2[C:36]([CH3:37])=[C:35]([CH:38]=[C:12]3[C:11]4[C:15](=[CH:16][CH:17]=[CH:18][C:10]=4[C:7]4[CH:6]=[CH:5][C:4]([O:3][C:2]([F:1])([F:20])[F:21])=[CH:9][CH:8]=4)[NH:14][C:13]3=[O:19])[NH:34][C:33]=2[CH3:40])=[O:31])[CH:26]=[CH:25][N:24]=[N:23]1. The yield is 0.370. (4) The reactants are [C:1]([NH:4][C:5]1[N:10]=[CH:9][C:8]([NH:11][C:12](=[O:19])OCC(Cl)(Cl)Cl)=[CH:7][CH:6]=1)(=[O:3])[CH3:2].[CH3:20][C:21]1[S:25][C:24]([N:26]2[CH2:31][CH2:30][NH:29][CH2:28][CH2:27]2)=[N:23][C:22]=1[C:32]1[CH:37]=[CH:36][CH:35]=[CH:34][CH:33]=1.C(N(C(C)C)CC)(C)C.O. The product is [C:1]([NH:4][C:5]1[N:10]=[CH:9][C:8]([NH:11][C:12]([N:29]2[CH2:30][CH2:31][N:26]([C:24]3[S:25][C:21]([CH3:20])=[C:22]([C:32]4[CH:37]=[CH:36][CH:35]=[CH:34][CH:33]=4)[N:23]=3)[CH2:27][CH2:28]2)=[O:19])=[CH:7][CH:6]=1)(=[O:3])[CH3:2]. The catalyst is CS(C)=O. The yield is 0.478. (5) The reactants are Br[C:2]1[C:11]2[C:6](=[CH:7][CH:8]=[C:9]([O:12][CH3:13])[CH:10]=2)[C:5](=[O:14])[NH:4][CH:3]=1.[CH3:15][N:16]1[CH2:21][CH2:20][NH:19][CH2:18][CH2:17]1.CCN(C(C)C)C(C)C. The catalyst is C(O)CO. The product is [CH3:13][O:12][C:9]1[CH:10]=[C:11]2[C:6](=[CH:7][CH:8]=1)[C:5](=[O:14])[NH:4][CH:3]=[C:2]2[N:19]1[CH2:20][CH2:21][N:16]([CH3:15])[CH2:17][CH2:18]1. The yield is 0.535. (6) The reactants are [C:1]([C:3]1[CH:8]=[CH:7][CH:6]=[CH:5][C:4]=1[C:9]1[CH:14]=[CH:13][C:12]([CH2:15][C:16]2[C:17](=[O:37])[N:18]([C@H:28]3[CH2:33][CH2:32][C@H:31]([C:34](O)=[O:35])[CH2:30][CH2:29]3)[C:19]3[N:20]([N:25]=[CH:26][N:27]=3)[C:21]=2[CH2:22][CH2:23][CH3:24])=[CH:11][CH:10]=1)#[N:2].[C:38]([NH:41][NH2:42])(=[O:40])[CH3:39].ON1C2C=CC=CC=2N=N1.Cl.C(N=C=NCCCN(C)C)C. The catalyst is C(OCC)(=O)C.CN(C)C=O. The product is [C:38]([NH:41][NH:42][C:34]([C@H:31]1[CH2:30][CH2:29][C@H:28]([N:18]2[C:17](=[O:37])[C:16]([CH2:15][C:12]3[CH:13]=[CH:14][C:9]([C:4]4[CH:5]=[CH:6][CH:7]=[CH:8][C:3]=4[C:1]#[N:2])=[CH:10][CH:11]=3)=[C:21]([CH2:22][CH2:23][CH3:24])[N:20]3[N:25]=[CH:26][N:27]=[C:19]23)[CH2:33][CH2:32]1)=[O:35])(=[O:40])[CH3:39]. The yield is 0.720.